Dataset: NCI-60 drug combinations with 297,098 pairs across 59 cell lines. Task: Regression. Given two drug SMILES strings and cell line genomic features, predict the synergy score measuring deviation from expected non-interaction effect. (1) Drug 1: CC1=C(C(=CC=C1)Cl)NC(=O)C2=CN=C(S2)NC3=CC(=NC(=N3)C)N4CCN(CC4)CCO. Drug 2: CC(C)(C#N)C1=CC(=CC(=C1)CN2C=NC=N2)C(C)(C)C#N. Cell line: A549. Synergy scores: CSS=8.44, Synergy_ZIP=-2.27, Synergy_Bliss=-0.167, Synergy_Loewe=-2.91, Synergy_HSA=-0.932. (2) Drug 1: C1=CN(C(=O)N=C1N)C2C(C(C(O2)CO)O)O.Cl. Drug 2: CC1=C(C(CCC1)(C)C)C=CC(=CC=CC(=CC(=O)O)C)C. Cell line: HCC-2998. Synergy scores: CSS=35.2, Synergy_ZIP=1.32, Synergy_Bliss=-0.436, Synergy_Loewe=-19.9, Synergy_HSA=-2.76. (3) Drug 2: C1=CC(=CC=C1C#N)C(C2=CC=C(C=C2)C#N)N3C=NC=N3. Synergy scores: CSS=15.4, Synergy_ZIP=-6.31, Synergy_Bliss=3.12, Synergy_Loewe=-6.97, Synergy_HSA=2.56. Drug 1: C1=CC(=CC=C1CC(C(=O)O)N)N(CCCl)CCCl.Cl. Cell line: MCF7. (4) Drug 2: CC1=C(C=C(C=C1)C(=O)NC2=CC(=CC(=C2)C(F)(F)F)N3C=C(N=C3)C)NC4=NC=CC(=N4)C5=CN=CC=C5. Synergy scores: CSS=-0.445, Synergy_ZIP=1.00, Synergy_Bliss=2.76, Synergy_Loewe=-1.24, Synergy_HSA=0.198. Cell line: SK-MEL-5. Drug 1: C1=CC=C(C(=C1)C(C2=CC=C(C=C2)Cl)C(Cl)Cl)Cl. (5) Drug 1: CCN(CC)CCNC(=O)C1=C(NC(=C1C)C=C2C3=C(C=CC(=C3)F)NC2=O)C. Drug 2: C(CCl)NC(=O)N(CCCl)N=O. Cell line: OVCAR3. Synergy scores: CSS=-0.227, Synergy_ZIP=4.23, Synergy_Bliss=4.36, Synergy_Loewe=-1.19, Synergy_HSA=-2.27. (6) Drug 1: CNC(=O)C1=CC=CC=C1SC2=CC3=C(C=C2)C(=NN3)C=CC4=CC=CC=N4. Drug 2: CS(=O)(=O)OCCCCOS(=O)(=O)C. Cell line: BT-549. Synergy scores: CSS=-3.38, Synergy_ZIP=-1.44, Synergy_Bliss=-1.19, Synergy_Loewe=-3.90, Synergy_HSA=-3.58. (7) Synergy scores: CSS=43.1, Synergy_ZIP=3.88, Synergy_Bliss=2.26, Synergy_Loewe=-58.5, Synergy_HSA=-4.83. Drug 2: C(CN)CNCCSP(=O)(O)O. Drug 1: CCC1(CC2CC(C3=C(CCN(C2)C1)C4=CC=CC=C4N3)(C5=C(C=C6C(=C5)C78CCN9C7C(C=CC9)(C(C(C8N6C=O)(C(=O)OC)O)OC(=O)C)CC)OC)C(=O)OC)O.OS(=O)(=O)O. Cell line: RPMI-8226.